This data is from Reaction yield outcomes from USPTO patents with 853,638 reactions. The task is: Predict the reaction yield, written as a fraction of the theoretical maximum amount of product (1.0 means a 100% yield; for example, 0.34 means a 34% yield). (1) The reactants are [Cl:1][C:2]1[C:28]([Cl:29])=[CH:27][C:5]([O:6][C:7]2[CH:12]=[C:11]([O:13][CH2:14][CH2:15][N:16]3C(=O)C4C(=CC=CC=4)C3=O)[CH:10]=[CH:9][N:8]=2)=[C:4]([I:30])[CH:3]=1. The catalyst is CCO. The product is [Cl:1][C:2]1[C:28]([Cl:29])=[CH:27][C:5]([O:6][C:7]2[CH:12]=[C:11]([O:13][CH2:14][CH2:15][NH2:16])[CH:10]=[CH:9][N:8]=2)=[C:4]([I:30])[CH:3]=1. The yield is 0.380. (2) The reactants are [NH2:1][CH2:2][C:3]1[CH:4]=[C:5]([NH:9][C:10](=[O:16])[O:11][C:12]([CH3:15])([CH3:14])[CH3:13])[CH:6]=[CH:7][CH:8]=1.[Cl:17][C:18]1[N:23]=[C:22](Cl)[C:21]([Cl:25])=[CH:20][N:19]=1.C(=O)([O-])[O-].[K+].[K+]. The catalyst is CN(C)C=O. The product is [C:12]([O:11][C:10](=[O:16])[NH:9][C:5]1[CH:6]=[CH:7][CH:8]=[C:3]([CH2:2][NH:1][C:20]2[C:21]([Cl:25])=[CH:22][N:23]=[C:18]([Cl:17])[N:19]=2)[CH:4]=1)([CH3:13])([CH3:15])[CH3:14]. The yield is 0.900. (3) The reactants are [CH2:1]([O:3][C:4]1[CH:11]=[C:10]([O:12][CH2:13][CH3:14])[CH:9]=[CH:8][C:5]=1[CH:6]=O)[CH3:2].C([O-])(=O)C.[Na+].[N+:20](CC)([O-])=O. The catalyst is C(O)(=O)C. The product is [CH2:1]([O:3][C:4]1[CH:11]=[C:10]([O:12][CH2:13][CH3:14])[CH:9]=[CH:8][C:5]=1[C:6]#[N:20])[CH3:2]. The yield is 0.380. (4) The reactants are [CH3:1][O:2][C:3]1[CH:8]=[CH:7][CH:6]=[C:5]([CH2:9][N:10]2[CH2:15][CH2:14][O:13][CH2:12][CH2:11]2)[C:4]=1[OH:16].C(=O)([O-])[O-].[Cs+].[Cs+].Br[CH2:24][CH2:25][CH2:26][CH2:27][CH2:28][S:29][C:30]1[C:39]2[C:34](=[CH:35][C:36]([C:40]([F:43])([F:42])[F:41])=[CH:37][CH:38]=2)[N:33]=[CH:32][CH:31]=1. The catalyst is CN(C=O)C. The product is [CH3:1][O:2][C:3]1[CH:8]=[CH:7][CH:6]=[C:5]([CH2:9][N:10]2[CH2:11][CH2:12][O:13][CH2:14][CH2:15]2)[C:4]=1[O:16][CH2:24][CH2:25][CH2:26][CH2:27][CH2:28][S:29][C:30]1[C:39]2[C:34](=[CH:35][C:36]([C:40]([F:43])([F:41])[F:42])=[CH:37][CH:38]=2)[N:33]=[CH:32][CH:31]=1. The yield is 0.670. (5) The reactants are [CH3:1][O:2][C:3]1[CH:8]=[CH:7][C:6]([NH2:9])=[CH:5][CH:4]=1.C1N=CN([C:15](N2C=NC=C2)=[O:16])C=1.[CH2:22]([O:24][C:25](=[O:44])[CH2:26][CH2:27][C:28]1[CH:33]=[CH:32][CH:31]=[C:30]([N:34]2[C:38]([NH2:39])=[CH:37][C:36]([C:40]([CH3:43])([CH3:42])[CH3:41])=[N:35]2)[CH:29]=1)[CH3:23]. The catalyst is CN(C=O)C. The product is [CH2:22]([O:24][C:25](=[O:44])[CH2:26][CH2:27][C:28]1[CH:33]=[CH:32][CH:31]=[C:30]([N:34]2[C:38]([NH:39][C:15]([NH:9][C:6]3[CH:7]=[CH:8][C:3]([O:2][CH3:1])=[CH:4][CH:5]=3)=[O:16])=[CH:37][C:36]([C:40]([CH3:43])([CH3:42])[CH3:41])=[N:35]2)[CH:29]=1)[CH3:23]. The yield is 0.450. (6) The reactants are [F:1][C:2]1[CH:7]=[CH:6][C:5]([N:8]2[C:12](=[O:13])[CH:11]=[C:10]([CH3:14])[NH:9]2)=[CH:4][CH:3]=1.[OH-].[Ca+2].[OH-].Cl[C:19]([O:21][CH2:22][C:23]1[CH:28]=[CH:27][CH:26]=[CH:25][CH:24]=1)=[O:20].Cl. The catalyst is O1CCOCC1. The product is [CH2:22]([O:21][C:19]([C:11]1[C:12](=[O:13])[N:8]([C:5]2[CH:4]=[CH:3][C:2]([F:1])=[CH:7][CH:6]=2)[NH:9][C:10]=1[CH3:14])=[O:20])[C:23]1[CH:28]=[CH:27][CH:26]=[CH:25][CH:24]=1. The yield is 0.660. (7) The reactants are [C:1]([C:3]1[CH:11]=[CH:10][CH:9]=[C:8]2[C:4]=1[CH:5]=[CH:6][NH:7]2)#[N:2].Cl.[NH2:13][OH:14].C([O-])([O-])=O.[Na+].[Na+]. The catalyst is O.CCO. The product is [OH:14][NH:13][C:1]([C:3]1[C:4]2[CH:5]=[CH:6][NH:7][C:8]=2[CH:9]=[CH:10][CH:11]=1)=[NH:2]. The yield is 0.940. (8) The reactants are Cl[C:2]1[C:7]([N+:8]([O-:10])=[O:9])=[CH:6][CH:5]=[CH:4][N:3]=1.C([O-])([O-])=O.[Na+].[Na+].[CH2:17]([SH:24])[C:18]1[CH:23]=[CH:22][CH:21]=[CH:20][CH:19]=1. The catalyst is CCO. The product is [CH2:17]([S:24][C:2]1[C:7]([N+:8]([O-:10])=[O:9])=[CH:6][CH:5]=[CH:4][N:3]=1)[C:18]1[CH:23]=[CH:22][CH:21]=[CH:20][CH:19]=1. The yield is 0.960.